This data is from Catalyst prediction with 721,799 reactions and 888 catalyst types from USPTO. The task is: Predict which catalyst facilitates the given reaction. (1) Reactant: [OH:1][C@@:2]1([CH3:20])[CH2:6][CH2:5][N:4](C(OCC2C=CC=CC=2)=O)[C@H:3]1[CH:17]([CH3:19])[CH3:18]. Product: [CH:17]([C@H:3]1[C@@:2]([CH3:20])([OH:1])[CH2:6][CH2:5][NH:4]1)([CH3:19])[CH3:18]. The catalyst class is: 6. (2) Reactant: [C:1]1([CH3:11])[CH:6]=[CH:5][C:4]([C:7]([OH:10])([CH3:9])[CH3:8])=[CH:3][CH:2]=1.[Br:12]N1C(=O)CCC1=O.CCOC(C)=O.O. Product: [Br:12][CH2:11][C:1]1[CH:2]=[CH:3][C:4]([C:7]([OH:10])([CH3:8])[CH3:9])=[CH:5][CH:6]=1. The catalyst class is: 340. (3) Reactant: [NH2:1][C:2]1[CH:25]=[CH:24][C:5]2[C:6]([CH2:9]CC3CCN(CC4C=CC=CC=4)CC3)=[N:7][O:8][C:4]=2[CH:3]=1.[CH2:26]([O:29][CH2:30][CH2:31]Br)[CH2:27]Br.C(N(C(C)C)CC)(C)C. Product: [CH3:9][C:6]1[C:5]2[CH:24]=[CH:25][C:2]([N:1]3[CH2:31][CH2:30][O:29][CH2:26][CH2:27]3)=[CH:3][C:4]=2[O:8][N:7]=1. The catalyst class is: 260. (4) Reactant: [C:1]([C@H:9]1[CH2:14][CH2:13][C@H:12]([C:15]([NH:17][CH2:18][CH2:19][NH:20][C:21]([C:23]2[C:24]([C:34]([F:37])([F:36])[F:35])=[N:25][N:26]([C:28]3[CH:33]=[CH:32][CH:31]=[CH:30][CH:29]=3)[CH:27]=2)=[O:22])=[O:16])[CH2:11][CH2:10]1)(=[O:8])[C:2]1[CH:7]=[CH:6][CH:5]=[CH:4][CH:3]=1.[BH4-].[Na+].O. Product: [OH:8][CH:1]([C:2]1[CH:7]=[CH:6][CH:5]=[CH:4][CH:3]=1)[C@H:9]1[CH2:14][CH2:13][C@H:12]([C:15]([NH:17][CH2:18][CH2:19][NH:20][C:21]([C:23]2[C:24]([C:34]([F:37])([F:36])[F:35])=[N:25][N:26]([C:28]3[CH:33]=[CH:32][CH:31]=[CH:30][CH:29]=3)[CH:27]=2)=[O:22])=[O:16])[CH2:11][CH2:10]1. The catalyst class is: 5.